Predict the product of the given reaction. From a dataset of Forward reaction prediction with 1.9M reactions from USPTO patents (1976-2016). (1) Given the reactants Br[C:2]1[CH:3]=[C:4]2[C:31](=[CH:32][CH:33]=1)[O:30][CH2:29][C:25]1([CH2:28][O:27][CH2:26]1)[C:5]12[CH2:9][O:8][C:7]([N:10]([C:18]([O:20][C:21]([CH3:24])([CH3:23])[CH3:22])=[O:19])[C:11]([O:13][C:14]([CH3:17])([CH3:16])[CH3:15])=[O:12])=[N:6]1.[CH3:34][O:35][CH2:36][C:37]#[CH:38], predict the reaction product. The product is: [C:14]([O:13][C:11]([N:10]([C:7]1[O:8][CH2:9][C:5]2([N:6]=1)[C:25]1([CH2:26][O:27][CH2:28]1)[CH2:29][O:30][C:31]1[C:4]2=[CH:3][C:2]([C:38]#[C:37][CH2:36][O:35][CH3:34])=[CH:33][CH:32]=1)[C:18]([O:20][C:21]([CH3:23])([CH3:24])[CH3:22])=[O:19])=[O:12])([CH3:15])([CH3:16])[CH3:17]. (2) Given the reactants Br[C:2]1[CH:11]=[C:10]2[C:5]([CH:6]=[CH:7][C:8]([C@H:12]([NH:14][C:15]([C@@H:17]3[CH2:22][CH2:21][CH2:20][N:19]([C:23](=[O:34])[C@@H:24]([NH:26][C:27](=[O:33])[C@@H:28]([OH:32])[CH:29]([CH3:31])[CH3:30])[CH3:25])[NH:18]3)=[O:16])[CH3:13])=[N:9]2)=[CH:4][CH:3]=1.[CH:35]([C:37]1([C:43]([OH:45])=[O:44])[CH2:42][CH2:41][CH2:40][O:39][CH2:38]1)=[CH2:36].C1(C)C=CC=CC=1P(C1C=CC=CC=1C)C1C=CC=CC=1C.C(N(CC)CC)C, predict the reaction product. The product is: [OH:32][C@@H:28]([CH:29]([CH3:31])[CH3:30])[C:27]([NH:26][C@@H:24]([CH3:25])[C:23]([N:19]1[CH2:20][CH2:21][CH2:22][C@@H:17]([C:15]([NH:14][C@@H:12]([C:8]2[CH:7]=[CH:6][C:5]3[C:10](=[CH:11][C:2](/[CH:36]=[CH:35]/[C:37]4([C:43]([OH:45])=[O:44])[CH2:42][CH2:41][CH2:40][O:39][CH2:38]4)=[CH:3][CH:4]=3)[N:9]=2)[CH3:13])=[O:16])[NH:18]1)=[O:34])=[O:33]. (3) Given the reactants [CH2:1]1[N:6]([CH2:7][CH2:8][S:9]([OH:12])(=[O:11])=[O:10])[CH2:5][CH2:4]O[CH2:2]1.[CH3:13][C:14]1[N:19](C)N(C2C=CC=CC=2)C(=O)C=1N.P(OCC(O)CO)(O)(O)=O.[N-]=[N+]=[N-].[Na+].C[C@@H]([C@@H]1[C@@]2(C)[C@@H](O)C[C@@H]3[C@@]4(C)CC[C@@H](O)C[C@H]4C[C@@H](O)[C@@]3(C)[C@@H]2CC1)CCC([O-])=O.[Na+].C(OC1C=CC=CC=1)CCCCCCCC.C(OCCCCCCCCCCCC)CCCCCCCCCCC, predict the reaction product. The product is: [CH2:2]1[N:19]([CH2:14][CH2:13][S:9]([OH:12])(=[O:11])=[O:10])[CH2:4][CH2:5][N:6]([CH2:7][CH2:8][S:9]([OH:12])(=[O:11])=[O:10])[CH2:1]1. (4) Given the reactants Cl[C:2]1[NH:3][C:4](=[O:12])[C:5]2[C:10]([CH:11]=1)=[CH:9][CH:8]=[CH:7][CH:6]=2.[N:13]1([CH2:19][CH2:20][N:21]2[CH2:26][CH2:25][NH:24][CH2:23][CH2:22]2)[CH2:18][CH2:17][CH2:16][CH2:15][CH2:14]1, predict the reaction product. The product is: [N:13]1([CH2:19][CH2:20][N:21]2[CH2:22][CH2:23][N:24]([C:2]3[NH:3][C:4](=[O:12])[C:5]4[C:10]([CH:11]=3)=[CH:9][CH:8]=[CH:7][CH:6]=4)[CH2:25][CH2:26]2)[CH2:14][CH2:15][CH2:16][CH2:17][CH2:18]1. (5) Given the reactants Cl[C:2]1[C:11]2[C:6](=[CH:7][C:8]([O:14][CH2:15][CH2:16][CH2:17][N:18]3[CH2:23][CH2:22][CH2:21][CH2:20][CH2:19]3)=[C:9]([O:12][CH3:13])[CH:10]=2)[N:5]=[CH:4][N:3]=1.C(=O)([O-])[O-].[K+].[K+].[CH3:30][C:31]1[C:39]2[C:34](=[CH:35][CH:36]=[C:37]([OH:40])[CH:38]=2)[NH:33][CH:32]=1, predict the reaction product. The product is: [CH3:13][O:12][C:9]1[CH:10]=[C:11]2[C:6](=[CH:7][C:8]=1[O:14][CH2:15][CH2:16][CH2:17][N:18]1[CH2:23][CH2:22][CH2:21][CH2:20][CH2:19]1)[N:5]=[CH:4][N:3]=[C:2]2[O:40][C:37]1[CH:38]=[C:39]2[C:34](=[CH:35][CH:36]=1)[NH:33][CH:32]=[C:31]2[CH3:30]. (6) Given the reactants O[Li].O.C([O:6][C:7](=[O:17])[CH2:8][NH:9][C:10]([C:12]1[S:13][CH:14]=[CH:15][CH:16]=1)=[O:11])C.C1COCC1.O, predict the reaction product. The product is: [S:13]1[CH:14]=[CH:15][CH:16]=[C:12]1[C:10]([NH:9][CH2:8][C:7]([OH:17])=[O:6])=[O:11].